From a dataset of Catalyst prediction with 721,799 reactions and 888 catalyst types from USPTO. Predict which catalyst facilitates the given reaction. (1) Reactant: [F:1][C:2]([F:29])([P:25]([OH:28])([OH:27])=[O:26])[C:3]1[CH:24]=[CH:23][C:6]([CH2:7][NH:8][CH2:9][C:10]2[CH:15]=[CH:14][C:13]([C:16]([P:19](=[O:22])([OH:21])[OH:20])([F:18])[F:17])=[CH:12][CH:11]=2)=[CH:5][CH:4]=1.Cl[C:31]([O:33][CH2:34][C:35]1[CH:40]=[CH:39][CH:38]=[CH:37][CH:36]=1)=[O:32]. Product: [CH2:34]([O:33][C:31]([N:8]([CH2:9][C:10]1[CH:15]=[CH:14][C:13]([C:16]([P:19](=[O:20])([OH:21])[OH:22])([F:18])[F:17])=[CH:12][CH:11]=1)[CH2:7][C:6]1[CH:23]=[CH:24][C:3]([C:2]([F:1])([F:29])[P:25]([OH:27])([OH:28])=[O:26])=[CH:4][CH:5]=1)=[O:32])[C:35]1[CH:40]=[CH:39][CH:38]=[CH:37][CH:36]=1. The catalyst class is: 79. (2) Reactant: [C:1]([N:5]1[CH2:10][CH2:9][N:8]([C:11](OC(C)(C)C)=[O:12])[C@@H:7]([C:18]([N:20]2[CH2:25][CH2:24][NH:23][CH2:22][CH2:21]2)=[O:19])[CH2:6]1)([CH3:4])([CH3:3])[CH3:2].[C:26]1([CH2:32][O:33][C:34]2[CH:35]=[C:36]([NH:40][C:41](=[O:49])OC3C=CC=CC=3)[CH:37]=[CH:38][CH:39]=2)[CH:31]=[CH:30][CH:29]=[CH:28][CH:27]=1. Product: [NH3:5].[CH3:11][OH:12].[C:1]([N:5]1[CH2:10][CH2:9][NH:8][C@@H:7]([C:18]([N:20]2[CH2:25][CH2:24][N:23]([C:41]([NH:40][C:36]3[CH:37]=[CH:38][CH:39]=[C:34]([O:33][CH2:32][C:26]4[CH:27]=[CH:28][CH:29]=[CH:30][CH:31]=4)[CH:35]=3)=[O:49])[CH2:22][CH2:21]2)=[O:19])[CH2:6]1)([CH3:4])([CH3:2])[CH3:3]. The catalyst class is: 2. (3) Reactant: N([O-])=O.[Na+].[N+:5]([C:8]1[CH:17]=[CH:16][CH:15]=[C:14]2[C:9]=1[CH:10]=[CH:11][CH:12]=[C:13]2N)([O-:7])=[O:6].[F:19][P-](F)(F)(F)(F)F.[H+]. Product: [F:19][C:13]1[C:14]2[C:9](=[C:8]([N+:5]([O-:7])=[O:6])[CH:17]=[CH:16][CH:15]=2)[CH:10]=[CH:11][CH:12]=1. The catalyst class is: 6. (4) Reactant: C(Cl)(=O)C(Cl)=O.CS(C)=O.[Cl:11][C:12]1[CH:13]=[C:14]([C@@H:18]2[C@@H:23]([C:24]3[CH:29]=[CH:28][C:27]([Cl:30])=[CH:26][CH:25]=3)[N:22]([C@@H:31]([CH2:34][CH3:35])[CH2:32][OH:33])[C:21](=[O:36])[C@@H:20]([CH2:37][C:38]([O:40][C:41]([CH3:44])([CH3:43])[CH3:42])=[O:39])[O:19]2)[CH:15]=[CH:16][CH:17]=1.C(N(CC)CC)C. Product: [Cl:11][C:12]1[CH:13]=[C:14]([C@@H:18]2[C@@H:23]([C:24]3[CH:25]=[CH:26][C:27]([Cl:30])=[CH:28][CH:29]=3)[N:22]([C@@H:31]([CH2:34][CH3:35])[CH:32]=[O:33])[C:21](=[O:36])[C@@H:20]([CH2:37][C:38]([O:40][C:41]([CH3:42])([CH3:44])[CH3:43])=[O:39])[O:19]2)[CH:15]=[CH:16][CH:17]=1. The catalyst class is: 2.